This data is from Forward reaction prediction with 1.9M reactions from USPTO patents (1976-2016). The task is: Predict the product of the given reaction. (1) Given the reactants [F:1][C:2]1[CH:7]=[CH:6][C:5]([N:8]2[CH:11]([C:12]3[CH:17]=[CH:16][C:15]([OH:18])=[CH:14][CH:13]=3)[CH:10]([CH2:19][CH2:20][S:21][C:22]3[CH:27]=[CH:26][C:25]([F:28])=[CH:24][CH:23]=3)[C:9]2=[O:29])=[CH:4][CH:3]=1.Br[CH2:31][C:32]([O:34][C:35]([CH3:38])([CH3:37])[CH3:36])=[O:33].C(=O)([O-])[O-].[Cs+].[Cs+], predict the reaction product. The product is: [F:1][C:2]1[CH:7]=[CH:6][C:5]([N:8]2[CH:11]([C:12]3[CH:13]=[CH:14][C:15]([O:18][CH2:31][C:32]([O:34][C:35]([CH3:38])([CH3:37])[CH3:36])=[O:33])=[CH:16][CH:17]=3)[CH:10]([CH2:19][CH2:20][S:21][C:22]3[CH:23]=[CH:24][C:25]([F:28])=[CH:26][CH:27]=3)[C:9]2=[O:29])=[CH:4][CH:3]=1. (2) Given the reactants [CH3:1][O:2][C:3](=[O:33])[C@@H:4]([NH:8][C:9](=O)[CH:10]([NH:13][C:14]([C:16]1[C:17]2[CH:24]=[N:23][N:22]([C:25]3[CH:30]=[CH:29][C:28]([F:31])=[CH:27][CH:26]=3)[C:18]=2[CH:19]=[N:20][CH:21]=1)=[O:15])[CH2:11][CH3:12])[C@H:5]([OH:7])[CH3:6].CC[N+](S(N=C(OC)[O-])(=O)=O)(CC)CC, predict the reaction product. The product is: [CH3:1][O:2][C:3]([C@@H:4]1[C@H:5]([CH3:6])[O:7][C:9]([CH:10]([NH:13][C:14]([C:16]2[C:17]3[CH:24]=[N:23][N:22]([C:25]4[CH:26]=[CH:27][C:28]([F:31])=[CH:29][CH:30]=4)[C:18]=3[CH:19]=[N:20][CH:21]=2)=[O:15])[CH2:11][CH3:12])=[N:8]1)=[O:33].